Dataset: Forward reaction prediction with 1.9M reactions from USPTO patents (1976-2016). Task: Predict the product of the given reaction. (1) Given the reactants Br[C:2]1[CH:6]=[CH:5][S:4][CH:3]=1.[CH3:7][NH:8][CH:9]=[O:10], predict the reaction product. The product is: [CH3:7][N:8]([C:2]1[CH:6]=[CH:5][S:4][CH:3]=1)[CH:9]=[O:10]. (2) Given the reactants [CH:1]1[C:10]2[C:5](=[CH:6][CH:7]=[CH:8][CH:9]=2)[CH:4]=[CH:3][C:2]=1[S:11]([NH:14][CH:15]([C:20]1[CH:25]=[CH:24][CH:23]=[CH:22][CH:21]=1)[CH2:16][C:17](O)=[O:18])(=[O:13])=[O:12].[NH2:26][CH:27]1[C:35]2[C:30](=[CH:31][C:32]([C:36]#[N:37])=[CH:33][CH:34]=2)[CH2:29][CH2:28]1, predict the reaction product. The product is: [C:36]([C:32]1[CH:31]=[C:30]2[C:35](=[CH:34][CH:33]=1)[CH:27]([NH:26][C:17](=[O:18])[CH2:16][CH:15]([NH:14][S:11]([C:2]1[CH:3]=[CH:4][C:9]3[C:10](=[CH:5][CH:6]=[CH:7][CH:8]=3)[CH:1]=1)(=[O:13])=[O:12])[C:20]1[CH:25]=[CH:24][CH:23]=[CH:22][CH:21]=1)[CH2:28][CH2:29]2)#[N:37]. (3) Given the reactants [Br:1][C:2]1[C:3]([C:10]#[C:11][CH:12]([CH3:14])[CH3:13])=[N:4][C:5]([O:8][CH3:9])=[CH:6][CH:7]=1.C[N:16](C=O)C.C(=O)([O-])[O-].[K+].[K+], predict the reaction product. The product is: [Br:1][C:2]1[C:3]2[N:4]([N:16]=[C:11]([CH:12]([CH3:14])[CH3:13])[CH:10]=2)[C:5]([O:8][CH3:9])=[CH:6][CH:7]=1.